Predict the product of the given reaction. From a dataset of Forward reaction prediction with 1.9M reactions from USPTO patents (1976-2016). (1) Given the reactants [Cl:1][C:2]1[CH:3]=[C:4]([C:9]2[CH:14]=[CH:13][C:12]([CH2:15][C:16]#[N:17])=[CH:11][C:10]=2[F:18])[CH:5]=[CH:6][C:7]=1[Cl:8].[CH2:19](Br)[CH2:20]Br.C1(C)C=CC=CC=1.[OH-].[Na+], predict the reaction product. The product is: [Cl:1][C:2]1[CH:3]=[C:4]([C:9]2[CH:14]=[CH:13][C:12]([C:15]3([C:16]#[N:17])[CH2:20][CH2:19]3)=[CH:11][C:10]=2[F:18])[CH:5]=[CH:6][C:7]=1[Cl:8]. (2) Given the reactants [Cl:1][C:2]1[CH:3]=[C:4]([CH:8]=[CH:9][C:10]=1[O:11][CH:12]([CH3:14])[CH3:13])[C:5]([OH:7])=O.C1C=CC2N(O)N=NC=2C=1.[F:25][C:26]1[CH:27]=[C:28](/[C:42](/[NH:45]O)=[N:43]/[H])[CH:29]=[C:30]2[C:34]=1[NH:33][C:32]([CH2:35][CH2:36][C:37]([O:39][CH2:40][CH3:41])=[O:38])=[CH:31]2.CCCC[N+](CCCC)(CCCC)CCCC.[F-], predict the reaction product. The product is: [Cl:1][C:2]1[CH:3]=[C:4]([C:5]2[O:7][N:43]=[C:42]([C:28]3[CH:29]=[C:30]4[C:34](=[C:26]([F:25])[CH:27]=3)[NH:33][C:32]([CH2:35][CH2:36][C:37]([O:39][CH2:40][CH3:41])=[O:38])=[CH:31]4)[N:45]=2)[CH:8]=[CH:9][C:10]=1[O:11][CH:12]([CH3:14])[CH3:13].